This data is from NCI-60 drug combinations with 297,098 pairs across 59 cell lines. The task is: Regression. Given two drug SMILES strings and cell line genomic features, predict the synergy score measuring deviation from expected non-interaction effect. (1) Drug 1: CC1C(C(CC(O1)OC2CC(CC3=C2C(=C4C(=C3O)C(=O)C5=C(C4=O)C(=CC=C5)OC)O)(C(=O)CO)O)N)O.Cl. Drug 2: C1=CC(=C2C(=C1NCCNCCO)C(=O)C3=C(C=CC(=C3C2=O)O)O)NCCNCCO. Cell line: BT-549. Synergy scores: CSS=36.9, Synergy_ZIP=-1.26, Synergy_Bliss=-1.18, Synergy_Loewe=-12.3, Synergy_HSA=-0.400. (2) Drug 1: CCC1(CC2CC(C3=C(CCN(C2)C1)C4=CC=CC=C4N3)(C5=C(C=C6C(=C5)C78CCN9C7C(C=CC9)(C(C(C8N6C=O)(C(=O)OC)O)OC(=O)C)CC)OC)C(=O)OC)O.OS(=O)(=O)O. Drug 2: CC1=C2C(C(=O)C3(C(CC4C(C3C(C(C2(C)C)(CC1OC(=O)C(C(C5=CC=CC=C5)NC(=O)C6=CC=CC=C6)O)O)OC(=O)C7=CC=CC=C7)(CO4)OC(=O)C)O)C)OC(=O)C. Cell line: HL-60(TB). Synergy scores: CSS=86.4, Synergy_ZIP=-0.485, Synergy_Bliss=-2.38, Synergy_Loewe=-3.62, Synergy_HSA=-2.47. (3) Drug 1: CS(=O)(=O)C1=CC(=C(C=C1)C(=O)NC2=CC(=C(C=C2)Cl)C3=CC=CC=N3)Cl. Synergy scores: CSS=40.3, Synergy_ZIP=10.7, Synergy_Bliss=12.2, Synergy_Loewe=-8.36, Synergy_HSA=7.55. Drug 2: CC1=C2C(C(=O)C3(C(CC4C(C3C(C(C2(C)C)(CC1OC(=O)C(C(C5=CC=CC=C5)NC(=O)OC(C)(C)C)O)O)OC(=O)C6=CC=CC=C6)(CO4)OC(=O)C)OC)C)OC. Cell line: SK-MEL-28.